From a dataset of NCI-60 drug combinations with 297,098 pairs across 59 cell lines. Regression. Given two drug SMILES strings and cell line genomic features, predict the synergy score measuring deviation from expected non-interaction effect. (1) Drug 1: CC12CCC(CC1=CCC3C2CCC4(C3CC=C4C5=CN=CC=C5)C)O. Drug 2: C1=CC(=CC=C1CCCC(=O)O)N(CCCl)CCCl. Cell line: NCI-H226. Synergy scores: CSS=4.31, Synergy_ZIP=-4.12, Synergy_Bliss=-4.78, Synergy_Loewe=-6.84, Synergy_HSA=-5.94. (2) Cell line: SNB-19. Drug 2: C1=CC=C(C(=C1)C(C2=CC=C(C=C2)Cl)C(Cl)Cl)Cl. Synergy scores: CSS=6.10, Synergy_ZIP=-0.401, Synergy_Bliss=5.31, Synergy_Loewe=3.13, Synergy_HSA=5.26. Drug 1: CNC(=O)C1=CC=CC=C1SC2=CC3=C(C=C2)C(=NN3)C=CC4=CC=CC=N4. (3) Drug 1: CC1=C(N=C(N=C1N)C(CC(=O)N)NCC(C(=O)N)N)C(=O)NC(C(C2=CN=CN2)OC3C(C(C(C(O3)CO)O)O)OC4C(C(C(C(O4)CO)O)OC(=O)N)O)C(=O)NC(C)C(C(C)C(=O)NC(C(C)O)C(=O)NCCC5=NC(=CS5)C6=NC(=CS6)C(=O)NCCC[S+](C)C)O. Drug 2: C1CN(P(=O)(OC1)NCCCl)CCCl. Cell line: A549. Synergy scores: CSS=42.1, Synergy_ZIP=1.13, Synergy_Bliss=1.53, Synergy_Loewe=-46.4, Synergy_HSA=1.16. (4) Drug 1: C#CCC(CC1=CN=C2C(=N1)C(=NC(=N2)N)N)C3=CC=C(C=C3)C(=O)NC(CCC(=O)O)C(=O)O. Drug 2: C1=NC2=C(N1)C(=S)N=CN2. Cell line: SF-295. Synergy scores: CSS=44.0, Synergy_ZIP=0.788, Synergy_Bliss=-2.81, Synergy_Loewe=-0.271, Synergy_HSA=-2.06. (5) Drug 2: CC1C(C(CC(O1)OC2CC(CC3=C2C(=C4C(=C3O)C(=O)C5=C(C4=O)C(=CC=C5)OC)O)(C(=O)CO)O)N)O.Cl. Cell line: HOP-62. Synergy scores: CSS=28.0, Synergy_ZIP=-6.17, Synergy_Bliss=-8.45, Synergy_Loewe=-17.3, Synergy_HSA=-5.09. Drug 1: CN1C(=O)N2C=NC(=C2N=N1)C(=O)N. (6) Drug 1: CCCCCOC(=O)NC1=NC(=O)N(C=C1F)C2C(C(C(O2)C)O)O. Drug 2: CC(C)(C#N)C1=CC(=CC(=C1)CN2C=NC=N2)C(C)(C)C#N. Cell line: NCI/ADR-RES. Synergy scores: CSS=-1.61, Synergy_ZIP=1.60, Synergy_Bliss=0.279, Synergy_Loewe=-4.96, Synergy_HSA=-4.64. (7) Drug 1: CC(C)(C#N)C1=CC(=CC(=C1)CN2C=NC=N2)C(C)(C)C#N. Drug 2: CN(CC1=CN=C2C(=N1)C(=NC(=N2)N)N)C3=CC=C(C=C3)C(=O)NC(CCC(=O)O)C(=O)O. Cell line: NCI-H522. Synergy scores: CSS=29.1, Synergy_ZIP=1.52, Synergy_Bliss=1.16, Synergy_Loewe=-16.1, Synergy_HSA=-1.13. (8) Drug 1: CC1=CC2C(CCC3(C2CCC3(C(=O)C)OC(=O)C)C)C4(C1=CC(=O)CC4)C. Drug 2: C1=NNC2=C1C(=O)NC=N2. Cell line: K-562. Synergy scores: CSS=11.5, Synergy_ZIP=-2.70, Synergy_Bliss=1.58, Synergy_Loewe=0.526, Synergy_HSA=0.663.